This data is from Full USPTO retrosynthesis dataset with 1.9M reactions from patents (1976-2016). The task is: Predict the reactants needed to synthesize the given product. Given the product [Br:15][CH2:3][C:1](=[C:4]([C:10]([O:12][CH2:13][CH3:14])=[O:11])[C:5]([O:7][CH2:8][CH3:9])=[O:6])[CH3:2], predict the reactants needed to synthesize it. The reactants are: [C:1](=[C:4]([C:10]([O:12][CH2:13][CH3:14])=[O:11])[C:5]([O:7][CH2:8][CH3:9])=[O:6])([CH3:3])[CH3:2].[Br:15]N1C(=O)CCC1=O.C(OOC(=O)C1C=CC=CC=1)(=O)C1C=CC=CC=1.